From a dataset of Reaction yield outcomes from USPTO patents with 853,638 reactions. Predict the reaction yield, written as a fraction of the theoretical maximum amount of product (1.0 means a 100% yield; for example, 0.34 means a 34% yield). (1) The reactants are C([O:3][C:4](=[O:24])[CH:5]([C:9]1[C:14]([F:15])=[CH:13][C:12]([C:16](=[O:22])[NH:17][CH2:18][CH:19]([CH3:21])[CH3:20])=[CH:11][C:10]=1[F:23])[O:6][CH2:7][CH3:8])C.CO.O.O[Li].O. The catalyst is C1COCC1.CCOC(C)=O. The product is [F:15][C:14]1[CH:13]=[C:12]([C:16](=[O:22])[NH:17][CH2:18][CH:19]([CH3:21])[CH3:20])[CH:11]=[C:10]([F:23])[C:9]=1[CH:5]([O:6][CH2:7][CH3:8])[C:4]([OH:24])=[O:3]. The yield is 0.660. (2) The reactants are C[O:2][C:3]([C:5]1[CH:6]=[CH:7][CH:8]=[C:9]2[C:14]=1[NH:13][CH:12]([C:15]1[CH:20]=[CH:19][CH:18]=[C:17]([N:21]3[CH2:26][CH2:25][O:24][CH2:23][CH2:22]3)[CH:16]=1)[CH2:11][C:10]2([CH3:28])[CH3:27])=[O:4].[OH-].[Na+].Cl. The catalyst is CO.O1CCCC1.O. The product is [CH3:27][C:10]1([CH3:28])[C:9]2[C:14](=[C:5]([C:3]([OH:4])=[O:2])[CH:6]=[CH:7][CH:8]=2)[NH:13][CH:12]([C:15]2[CH:20]=[CH:19][CH:18]=[C:17]([N:21]3[CH2:26][CH2:25][O:24][CH2:23][CH2:22]3)[CH:16]=2)[CH2:11]1. The yield is 0.900. (3) The reactants are [Cl:1][C:2]1[N:7]=[C:6]([NH:8][NH:9][C:10](=[O:29])[C@H:11]([CH2:23][CH:24]2[CH2:28][CH2:27][CH2:26][CH2:25]2)[CH2:12][N:13]([O:16]C2CCCCO2)[CH:14]=[O:15])[C:5]([F:30])=[C:4]([N:31]2[CH2:36][CH2:35][N:34]([CH3:37])[CH2:33][CH2:32]2)[N:3]=1.CC(O)=O. The catalyst is O. The product is [Cl:1][C:2]1[N:7]=[C:6]([NH:8][NH:9][C:10](=[O:29])[C@H:11]([CH2:23][CH:24]2[CH2:25][CH2:26][CH2:27][CH2:28]2)[CH2:12][N:13]([OH:16])[CH:14]=[O:15])[C:5]([F:30])=[C:4]([N:31]2[CH2:36][CH2:35][N:34]([CH3:37])[CH2:33][CH2:32]2)[N:3]=1. The yield is 0.470. (4) The reactants are [H-].[Al+3].[Li+].[H-].[H-].[H-].[O:7]1[CH2:11][CH2:10][O:9][CH:8]1[CH2:12][C:13]1([C:22]#[N:23])[C:21]2[C:16](=[CH:17][CH:18]=[CH:19][CH:20]=2)[CH2:15][CH2:14]1. The catalyst is CCOCC. The product is [O:7]1[CH2:11][CH2:10][O:9][CH:8]1[CH2:12][C:13]1([CH2:22][NH2:23])[C:21]2[C:16](=[CH:17][CH:18]=[CH:19][CH:20]=2)[CH2:15][CH2:14]1. The yield is 0.810. (5) The reactants are [NH:1]([C:3]1[CH:4]=[C:5]([CH:8]=[CH:9][N:10]=1)[C:6]#[N:7])[NH2:2].CN(C)/[CH:13]=[CH:14]/[C:15]([C:17]1[CH:22]=[CH:21][C:20]([F:23])=[CH:19][CH:18]=1)=O. No catalyst specified. The product is [F:23][C:20]1[CH:21]=[CH:22][C:17]([C:15]2[N:1]([C:3]3[CH:4]=[C:5]([CH:8]=[CH:9][N:10]=3)[C:6]#[N:7])[N:2]=[CH:13][CH:14]=2)=[CH:18][CH:19]=1. The yield is 0.320. (6) The reactants are I[C:2]1[N:3]=[C:4]([CH3:7])[S:5][CH:6]=1.[CH2:8]([C:12]1[S:13][C:14]2[CH:20]=[CH:19][CH:18]=[CH:17][C:15]=2[N:16]=1)[CH2:9][C:10]#[CH:11]. No catalyst specified. The product is [CH3:7][C:4]1[S:5][CH:6]=[C:2]([C:11]#[C:10][CH2:9][CH2:8][C:12]2[S:13][C:14]3[CH:20]=[CH:19][CH:18]=[CH:17][C:15]=3[N:16]=2)[N:3]=1. The yield is 0.530. (7) The reactants are [H-].[Na+].[NH2:3][C@@H:4]1[C:13]2[C:8](=[CH:9][CH:10]=[CH:11][CH:12]=2)[C@H:7]([OH:14])[CH2:6][CH2:5]1.F[C:16]1[CH:17]=[CH:18][C:19]2[N:20]([C:22]([C:25]3([N:30]([CH3:32])[CH3:31])[CH2:29][CH2:28][CH2:27][CH2:26]3)=[N:23][N:24]=2)[CH:21]=1. The catalyst is CN(C=O)C. The product is [CH3:31][N:30]([CH3:32])[C:25]1([C:22]2[N:20]3[CH:21]=[C:16]([O:14][C@H:7]4[C:8]5[C:13](=[CH:12][CH:11]=[CH:10][CH:9]=5)[C@@H:4]([NH2:3])[CH2:5][CH2:6]4)[CH:17]=[CH:18][C:19]3=[N:24][N:23]=2)[CH2:29][CH2:28][CH2:27][CH2:26]1. The yield is 0.650. (8) The product is [Br:1][C:2]1[CH:9]=[CH:8][C:5]([CH2:6][O:7][Si:19]([C:15]([CH3:18])([CH3:17])[CH3:16])([CH3:22])[CH3:21])=[CH:4][CH:3]=1. The yield is 0.920. The catalyst is CN(C)C=O. The reactants are [Br:1][C:2]1[CH:9]=[CH:8][C:5]([CH2:6][OH:7])=[CH:4][CH:3]=1.N1C=CN=C1.[C:15]([Si:19]([CH3:22])([CH3:21])Cl)([CH3:18])([CH3:17])[CH3:16].O. (9) The reactants are [F:1][C:2]1[CH:3]=[C:4]([C:8]2([CH2:29][CH2:30][N:31]3[C@H:36]4[CH2:37][CH2:38][C@@H:32]3[CH2:33][CH:34]([N:39]3[C:43]5[CH:44]=[CH:45][CH:46]=[CH:47][C:42]=5[N:41]=[C:40]3[CH3:48])[CH2:35]4)[CH2:13][CH2:12][N:11]([C:14]([C:16]3([NH:21]C(=O)OC(C)(C)C)[CH2:20][CH2:19][CH2:18][CH2:17]3)=[O:15])[CH2:10][CH2:9]2)[CH:5]=[CH:6][CH:7]=1.Cl. No catalyst specified. The product is [F:1][C:2]1[CH:3]=[C:4]([C:8]2([CH2:29][CH2:30][N:31]3[C@H:32]4[CH2:38][CH2:37][C@@H:36]3[CH2:35][CH:34]([N:39]3[C:43]5[CH:44]=[CH:45][CH:46]=[CH:47][C:42]=5[N:41]=[C:40]3[CH3:48])[CH2:33]4)[CH2:13][CH2:12][N:11]([C:14]([C:16]3([NH2:21])[CH2:20][CH2:19][CH2:18][CH2:17]3)=[O:15])[CH2:10][CH2:9]2)[CH:5]=[CH:6][CH:7]=1. The yield is 0.990.